This data is from Reaction yield outcomes from USPTO patents with 853,638 reactions. The task is: Predict the reaction yield, written as a fraction of the theoretical maximum amount of product (1.0 means a 100% yield; for example, 0.34 means a 34% yield). (1) The reactants are C([N-]C(C)C)(C)C.[Li+].[CH3:9][O:10][C:11]1[CH:12]=[CH:13][C:14]([C:21]2[CH:26]=[CH:25][CH:24]=[C:23]([C:27]([F:30])([F:29])[F:28])[CH:22]=2)=[C:15]2[C:19]=1[C:18](=[O:20])[CH2:17][CH2:16]2.C([C:33]([O:35][CH3:36])=[O:34])#N. The catalyst is C1COCC1. The product is [CH3:9][O:10][C:11]1[CH:12]=[CH:13][C:14]([C:21]2[CH:26]=[CH:25][CH:24]=[C:23]([C:27]([F:28])([F:29])[F:30])[CH:22]=2)=[C:15]2[C:19]=1[C:18](=[O:20])[CH:17]([C:33]([O:35][CH3:36])=[O:34])[CH2:16]2. The yield is 0.210. (2) The reactants are [F:1][CH:2]1[CH2:7][CH2:6][N:5]([C:8]2[CH:9]=[C:10]([N:17]3[CH2:22][CH2:21][N:20]([CH3:23])[CH2:19][CH2:18]3)[CH:11]=[CH:12][C:13]=2[N+:14]([O-])=O)[CH2:4][CH2:3]1.CCO.[NH4+].[Cl-].C([O-])(O)=O.[Na+]. The catalyst is C(O)(=O)C.[Fe].O. The product is [F:1][CH:2]1[CH2:7][CH2:6][N:5]([C:8]2[CH:9]=[C:10]([N:17]3[CH2:18][CH2:19][N:20]([CH3:23])[CH2:21][CH2:22]3)[CH:11]=[CH:12][C:13]=2[NH2:14])[CH2:4][CH2:3]1. The yield is 0.990. (3) The reactants are [CH:1]1([CH:7]([NH:19][C:20]2[CH:25]=[CH:24][C:23]([C:26]([N:28]([CH3:36])[CH2:29][CH2:30][C:31]([O:33]CC)=[O:32])=[O:27])=[CH:22][CH:21]=2)[C:8]2[O:9][C:10]3[CH:17]=[CH:16][C:15]([OH:18])=[CH:14][C:11]=3[C:12]=2[CH3:13])[CH2:6][CH2:5][CH2:4][CH2:3][CH2:2]1.CC1C=CC(S(O[CH:48]2[CH2:53][CH2:52][S:51](=[O:55])(=[O:54])[CH2:50][CH2:49]2)(=O)=O)=CC=1.P([O-])([O-])([O-])=O.[K+].[K+].[K+].[OH-].[Na+]. The catalyst is CN(C)C=O.C(O)C.O1CCCC1.O. The product is [CH:1]1([CH:7]([NH:19][C:20]2[CH:25]=[CH:24][C:23]([C:26]([N:28]([CH3:36])[CH2:29][CH2:30][C:31]([OH:33])=[O:32])=[O:27])=[CH:22][CH:21]=2)[C:8]2[O:9][C:10]3[CH:17]=[CH:16][C:15]([O:18][CH:48]4[CH2:53][CH2:52][S:51](=[O:55])(=[O:54])[CH2:50][CH2:49]4)=[CH:14][C:11]=3[C:12]=2[CH3:13])[CH2:2][CH2:3][CH2:4][CH2:5][CH2:6]1. The yield is 0.290. (4) The reactants are [CH3:1][C:2]1([CH3:19])[CH2:7][CH2:6][C:5]([CH:8]([CH3:11])[CH:9]=[O:10])=[C:4]2[C:12]([CH3:18])([CH3:17])[CH:13]3[CH2:16][C:3]12[CH2:15][CH2:14]3.[CH3:20][Mg]Br. The catalyst is C(OCC)C. The product is [CH3:19][C:2]1([CH3:1])[CH2:7][CH2:6][C:5]([CH:8]([CH3:11])[CH:9]([OH:10])[CH3:20])=[C:4]2[C:12]([CH3:18])([CH3:17])[CH:13]3[CH2:16][C:3]12[CH2:15][CH2:14]3. The yield is 0.610. (5) The reactants are Cl.[CH2:2]([O:4][C:5](=[O:14])[CH:6]([NH:10][CH:11]1[CH2:13][CH2:12]1)[C:7](=[O:9])[CH3:8])[CH3:3].[N:15]1([C:21]2[CH:22]=[C:23]([CH:27]=[C:28]([C:30]([F:33])([F:32])[F:31])[CH:29]=2)[C:24](O)=[O:25])[CH2:20][CH2:19][O:18][CH2:17][CH2:16]1.CCN=C=NCCCN(C)C.C1C=CC2N(O)N=NC=2C=1.C(N(CC)CC)C. The catalyst is CN(C=O)C. The product is [CH2:2]([O:4][C:5](=[O:14])[CH:6]([N:10]([CH:11]1[CH2:12][CH2:13]1)[C:24](=[O:25])[C:23]1[CH:27]=[C:28]([C:30]([F:31])([F:32])[F:33])[CH:29]=[C:21]([N:15]2[CH2:20][CH2:19][O:18][CH2:17][CH2:16]2)[CH:22]=1)[C:7](=[O:9])[CH3:8])[CH3:3]. The yield is 0.930. (6) The catalyst is C(Cl)Cl.C(O)(C(F)(F)F)=O. The product is [CH2:1]([N:3]1[CH:7]=[C:6]([C:8]2[N:13]=[CH:12][C:11]3[CH:14]=[N:15][N:16]([C:17]4[CH:18]=[CH:19][CH:20]=[C:21]([N:23]5[CH2:24][CH2:25][NH:26][CH2:27][CH2:28]5)[N:22]=4)[C:10]=3[CH:9]=2)[CH:5]=[N:4]1)[CH3:2]. The yield is 0.500. The reactants are [CH2:1]([N:3]1[CH:7]=[C:6]([C:8]2[N:13]=[CH:12][C:11]3[CH:14]=[N:15][N:16]([C:17]4[N:22]=[C:21]([N:23]5[CH2:28][CH2:27][N:26](C(OC(C)(C)C)=O)[CH2:25][CH2:24]5)[CH:20]=[CH:19][CH:18]=4)[C:10]=3[CH:9]=2)[CH:5]=[N:4]1)[CH3:2].